Task: Predict the reactants needed to synthesize the given product.. Dataset: Full USPTO retrosynthesis dataset with 1.9M reactions from patents (1976-2016) (1) Given the product [Cl:15][C:16]1[C:17]([O:25][CH3:26])=[CH:18][C:19]([O:23][CH3:24])=[C:20]([NH:21][C:11]([C@H:3]2[C@H:4]([C:5]3[CH:6]=[CH:7][CH:8]=[CH:9][CH:10]=3)[C:2]2([CH3:1])[CH3:14])=[O:13])[CH:22]=1, predict the reactants needed to synthesize it. The reactants are: [CH3:1][C:2]1([CH3:14])[C@@H:4]([C:5]2[CH:10]=[CH:9][CH:8]=[CH:7][CH:6]=2)[C@@H:3]1[C:11]([OH:13])=O.[Cl:15][C:16]1[C:17]([O:25][CH3:26])=[CH:18][C:19]([O:23][CH3:24])=[C:20]([CH:22]=1)[NH2:21]. (2) The reactants are: [N:1]1[C:2]([CH2:14][OH:15])=[N:3][N:4]2[C:13]=1[C:12]1[N:11]=[CH:10][CH:9]=[CH:8][C:7]=1[CH:6]=[CH:5]2. Given the product [N:1]1[C:2]([CH:14]=[O:15])=[N:3][N:4]2[C:13]=1[C:12]1[N:11]=[CH:10][CH:9]=[CH:8][C:7]=1[CH:6]=[CH:5]2, predict the reactants needed to synthesize it. (3) Given the product [F:22][C:21]([F:23])([F:24])[O:20][C:16]1[CH:15]=[C:14]([C:13]#[C:12][CH2:11][CH2:10][C:9]([OH:25])=[O:8])[CH:19]=[CH:18][CH:17]=1, predict the reactants needed to synthesize it. The reactants are: C([O:8][C:9](=[O:25])[CH2:10][CH2:11][C:12]#[C:13][C:14]1[CH:19]=[CH:18][CH:17]=[C:16]([O:20][C:21]([F:24])([F:23])[F:22])[CH:15]=1)C1C=CC=CC=1.[Li+].[OH-]. (4) Given the product [CH3:1][C:2]1[CH:3]=[N:4][N:5]([C:14]2[CH:21]=[CH:20][C:17]([C:18]#[N:19])=[CH:16][CH:15]=2)[CH:6]=1, predict the reactants needed to synthesize it. The reactants are: [CH3:1][C:2]1[CH:3]=[N:4][NH:5][CH:6]=1.C(=O)([O-])[O-].[K+].[K+].F[C:14]1[CH:21]=[CH:20][C:17]([C:18]#[N:19])=[CH:16][CH:15]=1. (5) Given the product [Br:1][C:2]1[S:3][CH:4]=[C:5]([C:10]([NH:28][CH:25]([CH3:27])[CH3:26])=[O:12])[N:6]=1, predict the reactants needed to synthesize it. The reactants are: [Br:1][CH:2]1[N:6](C(C)C)[C:5]([C:10]([OH:12])=O)=[CH:4][S:3]1.C(N1C=CN=C1)(N1C=CN=C1)=O.[CH:25]([NH2:28])([CH3:27])[CH3:26]. (6) Given the product [ClH:28].[ClH:28].[NH2:1][C:4]1[CH:9]=[CH:8][C:7]([NH:10][CH:11]([CH2:12][OH:13])[CH2:14][OH:15])=[CH:6][CH:5]=1, predict the reactants needed to synthesize it. The reactants are: [N+:1]([C:4]1[CH:9]=[CH:8][C:7]([NH:10][CH:11]([CH2:14][OH:15])[CH2:12][OH:13])=[CH:6][CH:5]=1)([O-])=O.C1(N)C(F)=C(F)C(F)=C(N)C=1F.[ClH:28].Cl. (7) Given the product [F:10][C:9]([F:12])([F:11])[C:7]([NH:1][CH2:2][C:3]([O:5][CH2:18][C:13]#[C:14][CH3:15])=[O:4])=[O:6], predict the reactants needed to synthesize it. The reactants are: [NH2:1][CH2:2][C:3]([OH:5])=[O:4].[OH:6][C:7]([C:9]([F:12])([F:11])[F:10])=O.[CH2:13]1[CH2:18]CC(N=C=N[CH:13]2[CH2:18]CC[CH2:15][CH2:14]2)[CH2:15][CH2:14]1.C(O)C#CC. (8) Given the product [F:29][C:2]1([F:1])[CH2:4][CH:3]1[CH2:5][N:6]1[C:14]2[C:9](=[N:10][C:11]([C:15]3[CH:16]=[C:17]([CH2:18][OH:19])[CH:22]=[CH:23][C:24]=3[CH3:25])=[CH:12][CH:13]=2)[N:8]([CH3:26])[S:7]1(=[O:27])=[O:28], predict the reactants needed to synthesize it. The reactants are: [F:1][C:2]1([F:29])[CH2:4][CH:3]1[CH2:5][N:6]1[C:14]2[C:9](=[N:10][C:11]([C:15]3[CH:16]=[C:17]([CH:22]=[CH:23][C:24]=3[CH3:25])[C:18](OC)=[O:19])=[CH:12][CH:13]=2)[N:8]([CH3:26])[S:7]1(=[O:28])=[O:27].CC(C[AlH]CC(C)C)C.